Dataset: Full USPTO retrosynthesis dataset with 1.9M reactions from patents (1976-2016). Task: Predict the reactants needed to synthesize the given product. (1) Given the product [ClH:1].[Cl:1][C:2]1[CH:13]=[C:12]2[C:5](=[CH:4][CH:3]=1)[NH:6][C:7]1[CH:14]([C:15]3[CH:20]=[CH:19][C:18]([O:21][CH3:22])=[CH:17][CH:16]=3)[NH:11][CH2:10][CH2:9][C:8]2=1, predict the reactants needed to synthesize it. The reactants are: [Cl:1][C:2]1[CH:13]=[C:12]2[C:5]([NH:6][CH:7]=[C:8]2[CH2:9][CH2:10][NH2:11])=[CH:4][CH:3]=1.[CH:14](=O)[C:15]1[CH:20]=[CH:19][C:18]([O:21][CH3:22])=[CH:17][CH:16]=1.Cl.C(O)(=O)C. (2) The reactants are: Br[C:2]1[CH:7]=[CH:6][N:5]=[C:4]([O:8][C:9]2[CH:14]=[CH:13][C:12]([NH:15][C:16]3[CH:21]=[C:20]([C:22]4[CH:27]=[CH:26][CH:25]=[CH:24][CH:23]=4)[N:19]=[C:18]([NH2:28])[N:17]=3)=[CH:11][CH:10]=2)[CH:3]=1.ClC1N=CC=CN=1.[CH3:36][O:37][CH2:38][C@@H:39]1[CH2:43][CH2:42][CH2:41][NH:40]1. Given the product [CH3:36][O:37][CH2:38][C@@H:39]1[CH2:43][CH2:42][CH2:41][N:40]1[C:2]1[CH:7]=[CH:6][N:5]=[C:4]([O:8][C:9]2[CH:14]=[CH:13][C:12]([NH:15][C:16]3[CH:21]=[C:20]([C:22]4[CH:27]=[CH:26][CH:25]=[CH:24][CH:23]=4)[N:19]=[C:18]([NH2:28])[N:17]=3)=[CH:11][CH:10]=2)[CH:3]=1, predict the reactants needed to synthesize it.